This data is from Forward reaction prediction with 1.9M reactions from USPTO patents (1976-2016). The task is: Predict the product of the given reaction. (1) Given the reactants [CH2:1]([Zn:3][CH2:4][CH3:5])[CH3:2].[CH2:6]1[CH2:10][O:9][CH2:8][CH2:7]1.C1(C)C=CC=CC=1.C1COCC1.C1(C)C=CC=CC=1.O=O, predict the reaction product. The product is: [CH2:1]([Zn:3][CH2:4][CH3:5])[CH3:2].[CH2:6]1[CH2:10][O:9][CH2:8][CH2:7]1. (2) Given the reactants [Cl:1][C:2]1[CH:7]=[CH:6][CH:5]=[C:4]([CH3:8])[C:3]=1[NH:9][C:10]1[NH:11][C:12]2[C:18]3[CH2:19][C:20]([CH3:23])([CH3:22])[O:21][C:17]=3[C:16]([C:24]([OH:26])=O)=[CH:15][C:13]=2[N:14]=1.S(Cl)(Cl)=O.[CH:31]1([C:34]2[CH:35]=[CH:36][C:37]([F:41])=[C:38]([CH:40]=2)[NH2:39])[CH2:33][CH2:32]1.CCN(C(C)C)C(C)C, predict the reaction product. The product is: [Cl:1][C:2]1[CH:7]=[CH:6][CH:5]=[C:4]([CH3:8])[C:3]=1[NH:9][C:10]1[NH:11][C:12]2[C:18]3[CH2:19][C:20]([CH3:23])([CH3:22])[O:21][C:17]=3[C:16]([C:24]([NH:39][C:38]3[CH:40]=[C:34]([CH:31]4[CH2:32][CH2:33]4)[CH:35]=[CH:36][C:37]=3[F:41])=[O:26])=[CH:15][C:13]=2[N:14]=1. (3) Given the reactants [CH2:1]([S:8][CH:9]([CH:34](OC)[O:35]C)[CH2:10][NH:11][C:12]([C:14]1[NH:15][C:16]2[C:21]([CH:22]=1)=[C:20]([CH3:23])[CH:19]=[CH:18][C:17]=2[N:24]([CH3:33])[S:25]([C:28]1[S:29][CH:30]=[CH:31][CH:32]=1)(=[O:27])=[O:26])=[O:13])[C:2]1[CH:7]=[CH:6][CH:5]=[CH:4][CH:3]=1.CC(C)=O, predict the reaction product. The product is: [CH2:1]([S:8][CH:9]([CH:34]=[O:35])[CH2:10][NH:11][C:12]([C:14]1[NH:15][C:16]2[C:21]([CH:22]=1)=[C:20]([CH3:23])[CH:19]=[CH:18][C:17]=2[N:24]([CH3:33])[S:25]([C:28]1[S:29][CH:30]=[CH:31][CH:32]=1)(=[O:27])=[O:26])=[O:13])[C:2]1[CH:3]=[CH:4][CH:5]=[CH:6][CH:7]=1. (4) Given the reactants C[C:2]([CH3:15])([CH3:14])[CH2:3][C:4]1[CH:12]=[CH:11][CH:10]=[C:9]2[C:5]=1[CH2:6][CH2:7][C@@H:8]2[OH:13].[CH3:16][O:17][C:18](=[O:30])[CH2:19][C@H:20]1[C:24]2[CH:25]=[CH:26][C:27](O)=[CH:28][C:23]=2[O:22][CH2:21]1, predict the reaction product. The product is: [CH3:16][O:17][C:18](=[O:30])[CH2:19][C@H:20]1[C:24]2[CH:25]=[CH:26][C:27]([O:13][C@H:8]3[C:9]4[C:5](=[C:4]([C:3]5[C:2]([CH3:14])=[CH:15][CH:14]=[CH:2][C:3]=5[CH3:4])[CH:12]=[CH:11][CH:10]=4)[CH2:6][CH2:7]3)=[CH:28][C:23]=2[O:22][CH2:21]1. (5) Given the reactants Cl[C:2]1[N:7]=[C:6]([C:8]2[CH:13]=[CH:12][C:11]([Cl:14])=[C:10]([Cl:15])[CH:9]=2)[CH:5]=[C:4]([C:16]([F:19])([F:18])[F:17])[N:3]=1.[Br:20][C:21]1[N:22]=[CH:23][NH:24][CH:25]=1, predict the reaction product. The product is: [Br:20][C:21]1[N:22]=[CH:23][N:24]([C:2]2[N:7]=[C:6]([C:8]3[CH:13]=[CH:12][C:11]([Cl:14])=[C:10]([Cl:15])[CH:9]=3)[CH:5]=[C:4]([C:16]([F:19])([F:18])[F:17])[N:3]=2)[CH:25]=1. (6) Given the reactants Br[C:2]1[CH:7]=[CH:6][C:5]([N+:8]([O-:10])=[O:9])=[CH:4][C:3]=1[C:11]([F:14])([F:13])[F:12].C[C:16]1[NH:17][CH:18]=[C:19](C)[N:20]=1, predict the reaction product. The product is: [N+:8]([C:5]1[CH:6]=[CH:7][C:2]([N:17]2[CH:18]=[CH:19][N:20]=[CH:16]2)=[C:3]([C:11]([F:14])([F:13])[F:12])[CH:4]=1)([O-:10])=[O:9].